From a dataset of Full USPTO retrosynthesis dataset with 1.9M reactions from patents (1976-2016). Predict the reactants needed to synthesize the given product. (1) Given the product [CH3:11][O:12][C:13]1[C:4]([CH3:10])=[CH:5][C:6]([CH3:9])=[CH:7][C:8]=1[CH:3]=[O:2], predict the reactants needed to synthesize it. The reactants are: C[O:2][C:3]1[CH:8]=[CH:7][C:6]([CH3:9])=[CH:5][C:4]=1[CH3:10].[CH3:11][O:12][CH:13](Cl)Cl.O. (2) Given the product [Cl:1][C:2]1[CH:10]=[CH:9][CH:8]=[C:7]2[C:3]=1[C:4]([C:11]([NH:13][CH2:14][C:15]1([OH:23])[CH2:20][CH2:19][CH2:18][C:17]([F:22])([F:21])[CH2:16]1)=[O:12])=[CH:5][N:6]2[CH2:31][CH2:30][N:24]1[CH2:29][CH2:28][CH2:27][CH2:26][CH2:25]1, predict the reactants needed to synthesize it. The reactants are: [Cl:1][C:2]1[CH:10]=[CH:9][CH:8]=[C:7]2[C:3]=1[C:4]([C:11]([NH:13][CH2:14][C:15]1([OH:23])[CH2:20][CH2:19][CH2:18][C:17]([F:22])([F:21])[CH2:16]1)=[O:12])=[CH:5][NH:6]2.[N:24]1([CH2:30][CH2:31]O)[CH2:29][CH2:28][CH2:27][CH2:26][CH2:25]1.C(P(=CC#N)(CCCC)CCCC)CCC. (3) Given the product [NH2:1][C:2]1[CH:11]=[CH:10][CH:9]=[C:8]([Cl:12])[C:3]=1[C:20]([OH:19])([CH3:21])[CH3:13], predict the reactants needed to synthesize it. The reactants are: [NH2:1][C:2]1[CH:11]=[CH:10][CH:9]=[C:8]([Cl:12])[C:3]=1C(OC)=O.[CH3:13][Mg]Br.C([O:19][CH2:20][CH3:21])(=O)C. (4) Given the product [CH3:1][C:2]1[CH:7]=[C:6]([CH2:8][CH2:9][CH3:10])[CH:5]=[C:4]([CH3:11])[C:3]=1[NH:12][C:13]([NH:15][C:16]1[C:17]([C:26]([NH:28][C:29]2([C:36]([OH:38])=[O:37])[CH2:30][CH2:31][CH2:32][CH2:33][CH2:34][CH2:35]2)=[O:27])=[CH:18][C:19]2[C:24]([CH:25]=1)=[CH:23][CH:22]=[CH:21][CH:20]=2)=[O:14], predict the reactants needed to synthesize it. The reactants are: [CH3:1][C:2]1[CH:7]=[C:6]([CH2:8][CH2:9][CH3:10])[CH:5]=[C:4]([CH3:11])[C:3]=1[NH:12][C:13]([NH:15][C:16]1[C:17]([C:26]([NH:28][C:29]2([C:36]([O:38]C)=[O:37])[CH2:35][CH2:34][CH2:33][CH2:32][CH2:31][CH2:30]2)=[O:27])=[CH:18][C:19]2[C:24]([CH:25]=1)=[CH:23][CH:22]=[CH:21][CH:20]=2)=[O:14].Cl. (5) Given the product [CH3:1][O:2][C:3](=[O:17])[C:4]1[CH:5]=[C:6]([NH:30][CH2:27][C:28]#[CH:29])[N:7]=[C:8]([S:10]([CH:13]([CH3:15])[CH3:14])(=[O:12])=[O:11])[CH:9]=1, predict the reactants needed to synthesize it. The reactants are: [CH3:1][O:2][C:3](=[O:17])[C:4]1[CH:9]=[C:8]([S:10]([CH:13]([CH3:15])[CH3:14])(=[O:12])=[O:11])[N:7]=[C:6](Cl)[CH:5]=1.C(N(CC)C(C)C)(C)C.[CH2:27]([NH2:30])[C:28]#[CH:29]. (6) Given the product [OH:1][N:2]=[C:3]([C:8]([O-:10])=[O:9])[C:4]([O-:6])=[O:5].[Cu+2:22], predict the reactants needed to synthesize it. The reactants are: [OH:1][N:2]=[C:3]([C:8]([O:10]C)=[O:9])[C:4]([O:6]C)=[O:5].[OH-].[Na+].[N+]([O-])(O)=O.[N+]([O-])([O-])=O.[Cu+2:22].[N+]([O-])([O-])=O.